Dataset: Forward reaction prediction with 1.9M reactions from USPTO patents (1976-2016). Task: Predict the product of the given reaction. (1) Given the reactants [Cl:1][C:2]1[CH:3]=[CH:4][C:5]([F:11])=[C:6](B(O)O)[CH:7]=1.I[C:13]1[N:18]=[C:17]([NH2:19])[N:16]=[C:15]([NH:20][CH3:21])[CH:14]=1, predict the reaction product. The product is: [Cl:1][C:2]1[CH:3]=[CH:4][C:5]([F:11])=[C:6]([C:13]2[N:18]=[C:17]([NH2:19])[N:16]=[C:15]([NH:20][CH3:21])[CH:14]=2)[CH:7]=1. (2) Given the reactants C1(CCN2C3C(=CC=CC=3)C(O)(C3C(O)=CC4OCOC=4C=3)C2=O)CC1.[Cl:27][C:28]1[CH:36]=[CH:35][CH:34]=[C:33]2[C:29]=1[C:30](O)([C:44]1[C:45]([OH:53])=[CH:46][C:47]3[O:51][CH2:50][CH2:49][C:48]=3[CH:52]=1)[C:31](=[O:43])[N:32]2[CH2:37][C:38]([O:40][CH2:41][CH3:42])=[O:39], predict the reaction product. The product is: [Cl:27][C:28]1[CH:36]=[CH:35][CH:34]=[C:33]2[C:29]=1[CH:30]([C:44]1[C:45]([OH:53])=[CH:46][C:47]3[O:51][CH2:50][CH2:49][C:48]=3[CH:52]=1)[C:31](=[O:43])[N:32]2[CH2:37][C:38]([O:40][CH2:41][CH3:42])=[O:39]. (3) The product is: [Cl:8][C:14]1[C:15]([N+:17]([O-:19])=[O:18])=[CH:16][C:11]([F:10])=[CH:12][C:13]=1[N+:21]([O-:23])=[O:22]. Given the reactants CN(C)C=O.S(Cl)([Cl:8])=O.[F:10][C:11]1[CH:16]=[C:15]([N+:17]([O-:19])=[O:18])[C:14](O)=[C:13]([N+:21]([O-:23])=[O:22])[CH:12]=1, predict the reaction product. (4) Given the reactants C(=O)([O-])[O-].[K+].[K+].[CH3:7][O:8][C:9]([C:11]1[S:20][C:14]2=[N:15][CH:16]=[C:17]([Br:19])[CH:18]=[C:13]2[C:12]=1[OH:21])=[O:10].Br[CH2:23][C:24]([O:26][C:27]([CH3:30])([CH3:29])[CH3:28])=[O:25].O, predict the reaction product. The product is: [CH3:7][O:8][C:9]([C:11]1[S:20][C:14]2=[N:15][CH:16]=[C:17]([Br:19])[CH:18]=[C:13]2[C:12]=1[O:21][CH2:23][C:24]([O:26][C:27]([CH3:30])([CH3:29])[CH3:28])=[O:25])=[O:10]. (5) Given the reactants [CH3:1][C:2]1[CH:15]=[C:14]([S:16][CH3:17])[C:13]2[C:4](=[C:5]3[C:10](=[CH:11][CH:12]=2)[CH:9]=[CH:8][CH:7]=[N:6]3)[N:3]=1.C.[O:19]1CCOCC1, predict the reaction product. The product is: [CH3:17][S:16][C:14]1[C:13]2[C:4](=[C:5]3[C:10](=[CH:11][CH:12]=2)[CH:9]=[CH:8][CH:7]=[N:6]3)[N:3]=[C:2]([CH:1]=[O:19])[CH:15]=1. (6) Given the reactants [C:1]([O:4][C:5]1[C:14]2[C:9](=[C:10]([CH:19]=[O:20])[CH:11]=[C:12]([CH:15]([CH2:17][CH3:18])[CH3:16])[CH:13]=2)[N:8]=[C:7]([CH3:21])[C:6]=1[CH3:22])(=[O:3])[CH3:2].[BH4-].[Na+].O, predict the reaction product. The product is: [C:1]([O:4][C:5]1[C:14]2[C:9](=[C:10]([CH2:19][OH:20])[CH:11]=[C:12]([CH:15]([CH2:17][CH3:18])[CH3:16])[CH:13]=2)[N:8]=[C:7]([CH3:21])[C:6]=1[CH3:22])(=[O:3])[CH3:2]. (7) Given the reactants [CH2:1]([O:8][C:9]1[C:10]([C:26]([N:28]([CH2:32][CH2:33]O)[CH:29]([CH3:31])[CH3:30])=[O:27])=[N:11][C:12]([CH2:16][C:17]([CH3:25])([C:19]2[CH:24]=[CH:23][CH:22]=[CH:21][CH:20]=2)[CH3:18])=[N:13][C:14]=1[OH:15])[C:2]1[CH:7]=[CH:6][CH:5]=[CH:4][CH:3]=1.C1(P(C2C=CC=CC=2)C2C=CC=CC=2)C=CC=CC=1.N(C(OC(C)C)=O)=NC(OC(C)C)=O, predict the reaction product. The product is: [CH2:1]([O:8][C:9]1[C:14](=[O:15])[N:13]=[C:12]([CH2:16][C:17]([CH3:25])([C:19]2[CH:20]=[CH:21][CH:22]=[CH:23][CH:24]=2)[CH3:18])[N:11]2[CH2:33][CH2:32][N:28]([CH:29]([CH3:31])[CH3:30])[C:26](=[O:27])[C:10]=12)[C:2]1[CH:7]=[CH:6][CH:5]=[CH:4][CH:3]=1. (8) Given the reactants [CH2:1]([O:3][C:4]([C:6]1([OH:14])[CH2:11][CH2:10][N:9]([O:12][CH3:13])[CH2:8][CH2:7]1)=[O:5])[CH3:2].CN(C)C1C=CN=CC=1.CN(C1C=CN=CC=1)C.[CH3:33][C:34]1[CH:39]=[C:38]([CH3:40])[CH:37]=[C:36]([CH3:41])[C:35]=1[CH2:42][C:43](Cl)=[O:44], predict the reaction product. The product is: [CH2:1]([O:3][C:4]([C:6]1([O:14][C:43](=[O:44])[CH2:42][C:35]2[C:34]([CH3:33])=[CH:39][C:38]([CH3:40])=[CH:37][C:36]=2[CH3:41])[CH2:7][CH2:8][N:9]([O:12][CH3:13])[CH2:10][CH2:11]1)=[O:5])[CH3:2]. (9) The product is: [C:1]([O:9][CH2:11][C:12]#[N:13])(=[O:8])[C:2]1[CH:7]=[CH:6][CH:5]=[CH:4][CH:3]=1. Given the reactants [C:1]([OH:9])(=[O:8])[C:2]1[CH:7]=[CH:6][CH:5]=[CH:4][CH:3]=1.Br[CH2:11][C:12]#[N:13], predict the reaction product. (10) Given the reactants [Cl:1][C:2]1[CH:3]=[CH:4][C:5]([OH:10])=[C:6]([CH:9]=1)[CH:7]=[O:8].[Br:11]N1C(=O)CCC1=O, predict the reaction product. The product is: [Br:11][C:4]1[C:5]([OH:10])=[C:6]([CH:9]=[C:2]([Cl:1])[CH:3]=1)[CH:7]=[O:8].